This data is from Catalyst prediction with 721,799 reactions and 888 catalyst types from USPTO. The task is: Predict which catalyst facilitates the given reaction. (1) Product: [F:80][CH2:79][C:76]1([S:73]([NH:72][C:70]([C@@:65]2([NH:64][C:18]([C@@H:13]3[CH2:14][C@@H:15]([OH:17])[CH2:16][N:12]3[C:10](=[O:11])[C@@H:9]([NH:8][C:6](=[O:7])[O:5][CH2:39][CH2:40][CH2:41][CH3:42])[C@H:21]([CH3:29])[CH2:22][CH:23]([CH3:28])[CH2:24][CH2:25][CH:26]=[CH2:27])=[O:19])[CH2:67][C@H:66]2[CH:68]=[CH2:69])=[O:71])(=[O:75])=[O:74])[CH2:78][CH2:77]1. Reactant: C([O:5][C:6]([NH:8][C@@H:9]([C@H:21]([CH3:29])[CH2:22][CH:23]([CH3:28])[CH2:24][CH2:25][CH:26]=[CH2:27])[C:10]([N:12]1[CH2:16][C@H:15]([OH:17])[CH2:14][C@H:13]1[C:18](O)=[O:19])=[O:11])=[O:7])(C)(C)C.CN(C(ON1N=N[C:40]2[CH:41]=[CH:42]C=N[C:39]1=2)=[N+](C)C)C.F[P-](F)(F)(F)(F)F.CCN(C(C)C)C(C)C.Cl.[NH2:64][C@:65]1([C:70]([NH:72][S:73]([C:76]2([CH2:79][F:80])[CH2:78][CH2:77]2)(=[O:75])=[O:74])=[O:71])[CH2:67][C@H:66]1[CH:68]=[CH2:69]. The catalyst class is: 4. (2) Reactant: [F:1][C:2]1[CH:27]=[C:26]([F:28])[CH:25]=[CH:24][C:3]=1[O:4][C:5]1[C:21](=[O:22])[N:20]([CH3:23])[C:8]2[N:9]=[C:10]([NH:13][CH:14]3[CH2:19][CH2:18][O:17][CH2:16][CH2:15]3)[N:11]=[CH:12][C:7]=2[CH:6]=1.C(N(CC)C(C)C)(C)C.[C:38](OC(=O)C)(=[O:40])[CH3:39].CCCCCC. Product: [F:1][C:2]1[CH:27]=[C:26]([F:28])[CH:25]=[CH:24][C:3]=1[O:4][C:5]1[C:21](=[O:22])[N:20]([CH3:23])[CH:8]2[N:9]=[C:10]([N:13]([CH:14]3[CH2:19][CH2:18][O:17][CH2:16][CH2:15]3)[C:38](=[O:40])[CH3:39])[N:11]=[CH:12][CH:7]2[CH:6]=1. The catalyst class is: 21. (3) Reactant: [Cl:1][C:2]1[C:3]([O:12][C:13]2[CH:18]=[C:17]([O:19][CH2:20][CH2:21][O:22][CH3:23])[CH:16]=[CH:15][C:14]=2/[CH:24]=[CH:25]/[CH2:26][OH:27])=[N:4][CH:5]=[C:6]([C:8]([F:11])([F:10])[F:9])[CH:7]=1.Cl[S:29]([N:32]=[C:33]=[O:34])(=[O:31])=[O:30].[CH2:35]([NH2:43])[CH2:36][C:37]1[CH:42]=[CH:41][CH:40]=[CH:39][CH:38]=1.Cl. Product: [C:37]1([CH2:36][CH2:35][NH:43][S:29]([NH:32][C:33](=[O:34])[O:27][CH2:26]/[CH:25]=[CH:24]/[C:14]2[CH:15]=[CH:16][C:17]([O:19][CH2:20][CH2:21][O:22][CH3:23])=[CH:18][C:13]=2[O:12][C:3]2[C:2]([Cl:1])=[CH:7][C:6]([C:8]([F:9])([F:11])[F:10])=[CH:5][N:4]=2)(=[O:31])=[O:30])[CH:42]=[CH:41][CH:40]=[CH:39][CH:38]=1. The catalyst class is: 852. (4) Reactant: Br[C:2]1[CH:7]=[C:6]([CH2:8][S:9]([CH3:12])(=[O:11])=[O:10])[CH:5]=[CH:4][C:3]=1[O:13][C:14]1[CH:19]=[CH:18][C:17]([F:20])=[CH:16][C:15]=1[F:21].[CH3:22][C:23]1([CH3:39])[C:27]([CH3:29])([CH3:28])[O:26][B:25]([B:25]2[O:26][C:27]([CH3:29])([CH3:28])[C:23]([CH3:39])([CH3:22])[O:24]2)[O:24]1.C([O-])(=O)C.[K+]. Product: [F:21][C:15]1[CH:16]=[C:17]([F:20])[CH:18]=[CH:19][C:14]=1[O:13][C:3]1[CH:4]=[CH:5][C:6]([CH2:8][S:9]([CH3:12])(=[O:11])=[O:10])=[CH:7][C:2]=1[B:25]1[O:26][C:27]([CH3:29])([CH3:28])[C:23]([CH3:39])([CH3:22])[O:24]1. The catalyst class is: 235. (5) Reactant: Br[C:2]1[CH:3]=[C:4]([C:8]2[O:12][CH:11]=[N:10][CH:9]=2)[CH:5]=[N:6][CH:7]=1.[B:13]1([B:13]2[O:17][C:16]([CH3:19])([CH3:18])[C:15]([CH3:21])([CH3:20])[O:14]2)[O:17][C:16]([CH3:19])([CH3:18])[C:15]([CH3:21])([CH3:20])[O:14]1.C([O-])(=O)C.[K+]. Product: [CH3:20][C:15]1([CH3:21])[C:16]([CH3:19])([CH3:18])[O:17][B:13]([C:2]2[CH:3]=[C:4]([C:8]3[O:12][CH:11]=[N:10][CH:9]=3)[CH:5]=[N:6][CH:7]=2)[O:14]1. The catalyst class is: 12. (6) Reactant: N1C=CC=CC=1.[CH2:7]([CH:9]([CH2:13][CH3:14])[C:10](Cl)=[O:11])[CH3:8].[F:15][C:16]([F:50])([F:49])[C:17]1[CH:18]=[C:19]([CH:42]=[C:43]([C:45]([F:48])([F:47])[F:46])[CH:44]=1)[CH2:20][N:21]([C@@H:28]1[C:34]2=[CH:35][C:36]3[CH2:37][O:38][CH2:39][C:40]=3[CH:41]=[C:33]2[NH:32][CH2:31][CH2:30][CH2:29]1)[C:22]1[N:23]=[N:24][N:25]([CH3:27])[N:26]=1.O. Product: [F:50][C:16]([F:15])([F:49])[C:17]1[CH:18]=[C:19]([CH:42]=[C:43]([C:45]([F:46])([F:47])[F:48])[CH:44]=1)[CH2:20][N:21]([C:22]1[N:23]=[N:24][N:25]([CH3:27])[N:26]=1)[C@@H:28]1[C:34]2=[CH:35][C:36]3[CH2:37][O:38][CH2:39][C:40]=3[CH:41]=[C:33]2[N:32]([C:10](=[O:11])[CH:9]([CH2:13][CH3:14])[CH2:7][CH3:8])[CH2:31][CH2:30][CH2:29]1. The catalyst class is: 4. (7) Reactant: [Cl:1][C:2]1[C:7]([Cl:8])=[C:6]([S:9](=[O:18])(=[O:17])[NH:10][C@@H:11]([CH3:16])[C:12]([F:15])([F:14])[F:13])[CH:5]=[CH:4][C:3]=1[C:19]1[S:23][C:22]([C:24]2[N:28]=[C:27]([C:29]([OH:32])([CH3:31])[CH3:30])[O:26][N:25]=2)=[N:21][C:20]=1[C:33](O)=[O:34].CN(C(ON1N=NC2C=CC=NC1=2)=[N+](C)C)C.F[P-](F)(F)(F)(F)F.[F:60][CH:61]1[CH2:66][CH2:65][NH:64][CH2:63][CH2:62]1.O. Product: [Cl:8][C:7]1[C:2]([Cl:1])=[C:3]([C:19]2[S:23][C:22]([C:24]3[N:28]=[C:27]([C:29]([OH:32])([CH3:31])[CH3:30])[O:26][N:25]=3)=[N:21][C:20]=2[C:33]([N:64]2[CH2:65][CH2:66][CH:61]([F:60])[CH2:62][CH2:63]2)=[O:34])[CH:4]=[CH:5][C:6]=1[S:9]([NH:10][C@@H:11]([CH3:16])[C:12]([F:15])([F:14])[F:13])(=[O:18])=[O:17]. The catalyst class is: 44. (8) Reactant: [Br:1][C:2]1[N:3]=[CH:4][NH:5][CH:6]=1.O1CCCC1.CS([C:16]1[CH:21]=[CH:20][C:19]([C:22]([F:25])([F:24])[F:23])=[CH:18][N:17]=1)(=O)=O.C(=O)([O-])[O-].[Cs+].[Cs+]. Product: [Br:1][C:2]1[N:3]=[CH:4][N:5]([C:16]2[CH:21]=[CH:20][C:19]([C:22]([F:25])([F:24])[F:23])=[CH:18][N:17]=2)[CH:6]=1. The catalyst class is: 9. (9) Reactant: I[C:2]1[C:6]2[CH:7]=[C:8]3[C:13](=[CH:14][C:5]=2[N:4]([C:24]([C:37]2[CH:42]=[CH:41][CH:40]=[CH:39][CH:38]=2)([C:31]2[CH:36]=[CH:35][CH:34]=[CH:33][CH:32]=2)[C:25]2[CH:30]=[CH:29][CH:28]=[CH:27][CH:26]=2)[N:3]=1)[NH:12][C:11](=[O:15])[N:10]([C@@H:16]([C:18]1[CH:23]=[CH:22][CH:21]=[CH:20][CH:19]=1)[CH3:17])[CH2:9]3.[CH:43]1(B2OC(C)(C)C(C)(C)O2)[CH2:45][CH2:44]1.C(=O)([O-])[O-].[K+].[K+].N#N. Product: [CH:43]1([C:2]2[C:6]3[CH:7]=[C:8]4[C:13](=[CH:14][C:5]=3[N:4]([C:24]([C:37]3[CH:42]=[CH:41][CH:40]=[CH:39][CH:38]=3)([C:31]3[CH:36]=[CH:35][CH:34]=[CH:33][CH:32]=3)[C:25]3[CH:30]=[CH:29][CH:28]=[CH:27][CH:26]=3)[N:3]=2)[NH:12][C:11](=[O:15])[N:10]([C@@H:16]([C:18]2[CH:23]=[CH:22][CH:21]=[CH:20][CH:19]=2)[CH3:17])[CH2:9]4)[CH2:45][CH2:44]1. The catalyst class is: 127. (10) Reactant: [C:1](O)(=[O:5])[CH:2]([CH3:4])[CH3:3].Cl.C(N=C=NCCCN(C)C)C.OC1C2N=NNC=2C=CC=1.C(N(CC)CC)C.Cl.[CH3:37][C:38]1[C:46]([O:47][C@@H:48]2[CH2:53][CH2:52][CH2:51][C@H:50]([NH2:54])[CH2:49]2)=[CH:45][CH:44]=[C:43]2[C:39]=1[CH:40]=[N:41][NH:42]2. Product: [CH3:3][CH:2]([CH3:4])[C:1]([NH:54][C@H:50]1[CH2:51][CH2:52][CH2:53][C@@H:48]([O:47][C:46]2[C:38]([CH3:37])=[C:39]3[C:43](=[CH:44][CH:45]=2)[NH:42][N:41]=[CH:40]3)[CH2:49]1)=[O:5]. The catalyst class is: 9.